Dataset: NCI-60 drug combinations with 297,098 pairs across 59 cell lines. Task: Regression. Given two drug SMILES strings and cell line genomic features, predict the synergy score measuring deviation from expected non-interaction effect. (1) Drug 1: CCC1(CC2CC(C3=C(CCN(C2)C1)C4=CC=CC=C4N3)(C5=C(C=C6C(=C5)C78CCN9C7C(C=CC9)(C(C(C8N6C)(C(=O)OC)O)OC(=O)C)CC)OC)C(=O)OC)O.OS(=O)(=O)O. Drug 2: CCN(CC)CCCC(C)NC1=C2C=C(C=CC2=NC3=C1C=CC(=C3)Cl)OC. Cell line: SR. Synergy scores: CSS=70.6, Synergy_ZIP=0.245, Synergy_Bliss=0.454, Synergy_Loewe=-13.4, Synergy_HSA=0.547. (2) Drug 1: C1=CC(=CC=C1C#N)C(C2=CC=C(C=C2)C#N)N3C=NC=N3. Drug 2: C(CC(=O)O)C(=O)CN.Cl. Cell line: RXF 393. Synergy scores: CSS=2.01, Synergy_ZIP=-1.23, Synergy_Bliss=1.25, Synergy_Loewe=-0.583, Synergy_HSA=-0.409. (3) Drug 1: C1CN1P(=S)(N2CC2)N3CC3. Drug 2: CC1CCC2CC(C(=CC=CC=CC(CC(C(=O)C(C(C(=CC(C(=O)CC(OC(=O)C3CCCCN3C(=O)C(=O)C1(O2)O)C(C)CC4CCC(C(C4)OC)OCCO)C)C)O)OC)C)C)C)OC. Synergy scores: CSS=10.9, Synergy_ZIP=1.08, Synergy_Bliss=-2.00, Synergy_Loewe=-2.63, Synergy_HSA=-2.48. Cell line: SK-MEL-5. (4) Drug 1: CC1=C(C(CCC1)(C)C)C=CC(=CC=CC(=CC(=O)O)C)C. Drug 2: CC1C(C(CC(O1)OC2CC(CC3=C2C(=C4C(=C3O)C(=O)C5=CC=CC=C5C4=O)O)(C(=O)C)O)N)O. Cell line: MDA-MB-231. Synergy scores: CSS=40.0, Synergy_ZIP=-6.23, Synergy_Bliss=-6.45, Synergy_Loewe=-7.70, Synergy_HSA=-1.58. (5) Drug 1: CC1C(C(CC(O1)OC2CC(CC3=C2C(=C4C(=C3O)C(=O)C5=C(C4=O)C(=CC=C5)OC)O)(C(=O)C)O)N)O.Cl. Drug 2: C1CC(C1)(C(=O)O)C(=O)O.[NH2-].[NH2-].[Pt+2]. Cell line: SN12C. Synergy scores: CSS=28.4, Synergy_ZIP=-10.5, Synergy_Bliss=-2.31, Synergy_Loewe=-7.55, Synergy_HSA=0.209.